This data is from Full USPTO retrosynthesis dataset with 1.9M reactions from patents (1976-2016). The task is: Predict the reactants needed to synthesize the given product. (1) Given the product [Br:1][C:2]1[CH:10]=[C:9]2[C:5]([CH:6]=[CH:7][NH:8]2)=[C:4]([NH:11][S:13]([CH3:12])(=[O:15])=[O:14])[CH:3]=1, predict the reactants needed to synthesize it. The reactants are: [Br:1][C:2]1[CH:3]=[C:4]([NH2:11])[C:5]2[CH:6]=[CH:7][NH:8][C:9]=2[CH:10]=1.[CH3:12][S:13](Cl)(=[O:15])=[O:14]. (2) Given the product [CH2:30]([C:32]1[N:33]([C:2]2[N:3]=[C:4]([N:24]3[CH2:25][CH2:26][O:27][CH2:28][CH2:29]3)[C:5]3[N:10]=[C:9]([CH2:11][N:12]4[CH2:13][CH:14]([N:16]5[CH2:17][CH2:18][S:19](=[O:22])(=[O:23])[CH2:20][CH2:21]5)[CH2:15]4)[S:8][C:6]=3[N:7]=2)[C:34]2[CH:40]=[CH:39][CH:38]=[CH:37][C:35]=2[N:36]=1)[CH3:31], predict the reactants needed to synthesize it. The reactants are: Cl[C:2]1[N:3]=[C:4]([N:24]2[CH2:29][CH2:28][O:27][CH2:26][CH2:25]2)[C:5]2[N:10]=[C:9]([CH2:11][N:12]3[CH2:15][CH:14]([N:16]4[CH2:21][CH2:20][S:19](=[O:23])(=[O:22])[CH2:18][CH2:17]4)[CH2:13]3)[S:8][C:6]=2[N:7]=1.[CH2:30]([C:32]1[NH:33][C:34]2[CH:40]=[CH:39][CH:38]=[CH:37][C:35]=2[N:36]=1)[CH3:31].CC(C1C=C(C(C)C)C(C2C=CC=CC=2P(C2CCCCC2)C2CCCCC2)=C(C(C)C)C=1)C.C([O-])([O-])=O.[Cs+].[Cs+].